From a dataset of Forward reaction prediction with 1.9M reactions from USPTO patents (1976-2016). Predict the product of the given reaction. (1) Given the reactants C[O:2][C:3]1[CH:8]=[CH:7][C:6]([C:9]2[O:13][C:12]([CH3:15])([CH3:14])[C:11](=[O:16])[C:10]=2[C:17]2[CH:22]=[CH:21][C:20]([O:23][CH2:24][C:25]3[CH:34]=[CH:33][C:32]4[C:27](=[CH:28][CH:29]=[CH:30][CH:31]=4)[N:26]=3)=[CH:19][CH:18]=2)=[CH:5][CH:4]=1.Br, predict the reaction product. The product is: [OH:2][C:3]1[CH:8]=[CH:7][C:6]([C:9]2[O:13][C:12]([CH3:14])([CH3:15])[C:11](=[O:16])[C:10]=2[C:17]2[CH:22]=[CH:21][C:20]([O:23][CH2:24][C:25]3[CH:34]=[CH:33][C:32]4[C:27](=[CH:28][CH:29]=[CH:30][CH:31]=4)[N:26]=3)=[CH:19][CH:18]=2)=[CH:5][CH:4]=1. (2) Given the reactants [F:1][C:2]1[CH:7]=[CH:6][C:5]([CH:8]([C:12]2[CH:17]=[C:16]([O:18][C:19]([F:24])([F:23])[CH:20]([F:22])[F:21])[CH:15]=[C:14]([F:25])[CH:13]=2)[NH:9][CH:10]=O)=[CH:4][C:3]=1[O:26][CH:27]([CH3:29])[CH3:28].CCN(CC)CC.P(Cl)(Cl)(Cl)=O, predict the reaction product. The product is: [F:1][C:2]1[CH:7]=[CH:6][C:5]([CH:8]([C:12]2[CH:17]=[C:16]([O:18][C:19]([F:23])([F:24])[CH:20]([F:22])[F:21])[CH:15]=[C:14]([F:25])[CH:13]=2)[N+:9]#[C-:10])=[CH:4][C:3]=1[O:26][CH:27]([CH3:29])[CH3:28]. (3) Given the reactants [N:1]1([NH2:7])[CH2:6][CH2:5][CH2:4][CH2:3][CH2:2]1.[OH:8][C:9]1[CH:16]=[C:15]([OH:17])[CH:14]=[CH:13][C:10]=1[CH:11]=O, predict the reaction product. The product is: [N:1]1([N:7]=[CH:11][C:10]2[CH:13]=[CH:14][C:15]([OH:17])=[CH:16][C:9]=2[OH:8])[CH2:6][CH2:5][CH2:4][CH2:3][CH2:2]1. (4) Given the reactants Br[C:2]1[S:6][C:5]([C:7]([O:9][CH2:10][CH3:11])=[O:8])=[CH:4][CH:3]=1.[CH3:12][N:13](C=O)[CH3:14], predict the reaction product. The product is: [CH3:12][N:13]([CH3:14])[C:2]1[S:6][C:5]([C:7]([O:9][CH2:10][CH3:11])=[O:8])=[CH:4][CH:3]=1. (5) The product is: [CH2:1]([O:8][C:12]1[CH:17]=[CH:16][C:15]([N+:18]([O-:20])=[O:19])=[CH:14][N:13]=1)[C:2]1[CH:7]=[CH:6][CH:5]=[CH:4][CH:3]=1. Given the reactants [CH2:1]([OH:8])[C:2]1[CH:7]=[CH:6][CH:5]=[CH:4][CH:3]=1.[OH-].[K+].Cl[C:12]1[CH:17]=[CH:16][C:15]([N+:18]([O-:20])=[O:19])=[CH:14][N:13]=1, predict the reaction product. (6) Given the reactants [CH3:1][N:2]1[CH2:7][CH2:6][NH:5][CH2:4][CH2:3]1.[CH3:8][O:9][C:10](=[O:18])[C:11]1[CH:16]=[CH:15][C:14](F)=[CH:13][CH:12]=1, predict the reaction product. The product is: [CH3:8][O:9][C:10](=[O:18])[C:11]1[CH:16]=[CH:15][C:14]([N:5]2[CH2:6][CH2:7][N:2]([CH3:1])[CH2:3][CH2:4]2)=[CH:13][CH:12]=1. (7) Given the reactants [Cl:1][C:2]1[CH:3]=[C:4]([C:12]2[N:16]=[C:15]([C:17]3[N:18]=[C:19]4[CH2:24][NH:23][CH2:22][CH2:21][N:20]4[C:25]=3[CH3:26])[O:14][N:13]=2)[CH:5]=[CH:6][C:7]=1[O:8][CH:9]([CH3:11])[CH3:10].C(=O)([O-])[O-].[Na+].[Na+].Br[CH2:34][C:35]([O:37][C:38]([CH3:41])([CH3:40])[CH3:39])=[O:36], predict the reaction product. The product is: [C:38]([O:37][C:35](=[O:36])[CH2:34][N:23]1[CH2:22][CH2:21][N:20]2[C:25]([CH3:26])=[C:17]([C:15]3[O:14][N:13]=[C:12]([C:4]4[CH:5]=[CH:6][C:7]([O:8][CH:9]([CH3:11])[CH3:10])=[C:2]([Cl:1])[CH:3]=4)[N:16]=3)[N:18]=[C:19]2[CH2:24]1)([CH3:41])([CH3:40])[CH3:39].